From a dataset of Forward reaction prediction with 1.9M reactions from USPTO patents (1976-2016). Predict the product of the given reaction. (1) Given the reactants [C:1]1([C@@H:7]2[CH2:9][C@H:8]2[CH:10]=[CH2:11])[CH:6]=[CH:5][CH:4]=[CH:3][CH:2]=1.C(C1C=CC=CC=1[S:20]([NH2:23])(=[O:22])=[O:21])=C.C(C1C=CC=CC=1S(N)(=O)=[O:34])C=C.[Si](C)(C)(C)C, predict the reaction product. The product is: [C:1]1([C@@H:7]2[CH2:9][C@H:8]2[CH:10]=[CH2:11])[CH:6]=[CH:5][CH:4]=[CH:3][CH:2]=1.[CH2:8]1[C:2]2[C:1](=[CH:6][CH:5]=[CH:4][CH:3]=2)[CH2:7][CH:9]1[O:21][S:20](=[O:34])(=[O:22])[NH2:23]. (2) Given the reactants ClC1[CH:7]=[C:6]([C:8]2[CH:9]=[N:10][C:11]([C:14]([F:17])([F:16])[F:15])=[N:12][CH:13]=2)[CH:5]=[C:4](Cl)[N:3]=1.[CH3:19][Zn]C.O1[CH2:27][CH2:26]OCC1, predict the reaction product. The product is: [CH3:19][C:4]1[CH:5]=[C:6]([C:8]2[CH:13]=[N:12][C:11]([C:14]([F:15])([F:16])[F:17])=[N:10][CH:9]=2)[CH:7]=[C:26]([CH3:27])[N:3]=1. (3) Given the reactants Cl.[Cl:2][C:3]1[CH:4]=[CH:5][C:6]([F:17])=[C:7]([C:9]([CH:11]2[CH2:16][CH2:15][NH:14][CH2:13][CH2:12]2)=[O:10])[CH:8]=1.Cl[C:19]1[N:20]=[C:21]2[CH:29]=[CH:28][N:27]=[CH:26][C:22]2=[N:23][C:24]=1[Cl:25].CCN(C(C)C)C(C)C, predict the reaction product. The product is: [Cl:2][C:3]1[CH:4]=[CH:5][C:6]([F:17])=[C:7]([C:9]([CH:11]2[CH2:12][CH2:13][N:14]([C:19]3[N:20]=[C:21]4[CH:29]=[CH:28][N:27]=[CH:26][C:22]4=[N:23][C:24]=3[Cl:25])[CH2:15][CH2:16]2)=[O:10])[CH:8]=1. (4) Given the reactants [F:1][C:2]1[CH:10]=[C:9]2[C:5]([CH2:6][C:7](=[O:11])[NH:8]2)=[CH:4][CH:3]=1.[Li]CCCC.CCCCCC.[CH3:23][O:24][C:25]1[CH:43]=[C:42]([O:44][CH3:45])[CH:41]=[CH:40][C:26]=1[CH2:27][N:28]([CH3:39])[C:29]1[CH:30]=[C:31]2[C:35](=[CH:36][CH:37]=1)[C:34](=O)[O:33][CH2:32]2.Cl.[OH-].[Na+], predict the reaction product. The product is: [CH3:23][O:24][C:25]1[CH:43]=[C:42]([O:44][CH3:45])[CH:41]=[CH:40][C:26]=1[CH2:27][N:28]([CH3:39])[C:29]1[CH:30]=[C:31]2[C:35](=[CH:36][CH:37]=1)[C:34](=[C:6]1[C:5]3[C:9](=[CH:10][C:2]([F:1])=[CH:3][CH:4]=3)[NH:8][C:7]1=[O:11])[O:33][CH2:32]2. (5) Given the reactants [Cl:1][C:2]1[CH:7]=[CH:6][N:5]=[C:4]2[C:8](I)=[CH:9][N:10]([C:11]([O:13][C:14]([CH3:17])([CH3:16])[CH3:15])=[O:12])[C:3]=12.Cl.[NH2:20][C@H:21]1[CH2:26][CH2:25][O:24][CH2:23][C@@H:22]1[OH:27].CC1(C)C2C(=C(P(C3C=CC=CC=3)C3C=CC=CC=3)C=CC=2)[O:49][C:31]2C(P(C3C=CC=CC=3)C3C=CC=CC=3)=CC=CC1=2, predict the reaction product. The product is: [Cl:1][C:2]1[CH:7]=[CH:6][N:5]=[C:4]2[C:8]([C:31](=[O:49])[NH:20][C@H:21]3[CH2:26][CH2:25][O:24][CH2:23][C@@H:22]3[OH:27])=[CH:9][N:10]([C:11]([O:13][C:14]([CH3:17])([CH3:16])[CH3:15])=[O:12])[C:3]=12.